From a dataset of Forward reaction prediction with 1.9M reactions from USPTO patents (1976-2016). Predict the product of the given reaction. (1) Given the reactants [NH2:1][C@@H:2]([CH2:6][CH:7]1[CH2:11][CH2:10][CH2:9][C:8]1=O)[C:3]([OH:5])=[O:4].O=C1CCCC1CC(NC(N)=O)C(O)=O.N.[H][H], predict the reaction product. The product is: [NH:1]1[C@H:2]([C:3]([OH:5])=[O:4])[CH2:6][C@@H:7]2[CH2:11][CH2:10][CH2:9][C@H:8]12. (2) Given the reactants [C:1]1([CH2:7][O:8][C@@H:9]2[C@@H:13]([CH2:14][O:15][CH2:16][C:17]3[CH:22]=[CH:21][CH:20]=[CH:19][CH:18]=3)[C:12](=[O:23])[CH:11]=[CH:10]2)[CH:6]=[CH:5][CH:4]=[CH:3][CH:2]=1.C([BH-](C(CC)C)C(CC)C)(CC)C.[Li+].C1C=CC(N([S:45]([C:48]([F:51])([F:50])[F:49])(=[O:47])=[O:46])[S:45]([C:48]([F:51])([F:50])[F:49])(=[O:47])=[O:46])=CC=1.[NH4+].[Cl-], predict the reaction product. The product is: [C:1]1([CH2:7][O:8][C@@H:9]2[C@@H:13]([CH2:14][O:15][CH2:16][C:17]3[CH:18]=[CH:19][CH:20]=[CH:21][CH:22]=3)[C:12]([O:23][S:45]([C:48]([F:51])([F:50])[F:49])(=[O:47])=[O:46])=[CH:11][CH2:10]2)[CH:2]=[CH:3][CH:4]=[CH:5][CH:6]=1. (3) Given the reactants C[Si](CC[O:7][C:8]([C:10]1[C:11]([NH:21][C:22]([O:24][CH2:25][C:26]2[O:27][C:28]3[CH:34]=[CH:33][C:32]([C:35]4[CH:40]=[CH:39][CH:38]=[CH:37][CH:36]=4)=[CH:31][C:29]=3[CH:30]=2)=[O:23])=[N:12][N:13]([C:15]2[CH:20]=[CH:19][CH:18]=[CH:17][CH:16]=2)[CH:14]=1)=[O:9])(C)C.[F-].C([N+](CCCC)(CCCC)CCCC)CCC, predict the reaction product. The product is: [C:15]1([N:13]2[CH:14]=[C:10]([C:8]([OH:9])=[O:7])[C:11]([NH:21][C:22]([O:24][CH2:25][C:26]3[O:27][C:28]4[CH:34]=[CH:33][C:32]([C:35]5[CH:40]=[CH:39][CH:38]=[CH:37][CH:36]=5)=[CH:31][C:29]=4[CH:30]=3)=[O:23])=[N:12]2)[CH:20]=[CH:19][CH:18]=[CH:17][CH:16]=1. (4) Given the reactants [F:1][C:2]1[CH:3]=[CH:4][CH:5]=[C:6]2[C:10]=1[N:9]1[CH:11]([CH3:20])[CH:12](OS(C)(=O)=O)[CH2:13][CH2:14][C:8]1=[C:7]2[CH2:21][C:22]([O:24][CH2:25][CH2:26][CH3:27])=[O:23].[N-:28]=[N+:29]=[N-:30].[Na+], predict the reaction product. The product is: [N:28]([CH:12]1[CH:11]([CH3:20])[N:9]2[C:10]3[C:6]([C:7]([CH2:21][C:22]([O:24][CH2:25][CH2:26][CH3:27])=[O:23])=[C:8]2[CH2:14][CH2:13]1)=[CH:5][CH:4]=[CH:3][C:2]=3[F:1])=[N+:29]=[N-:30]. (5) Given the reactants [CH3:1][N:2]([CH3:17])[C:3]1[CH:8]=[CH:7][C:6]([CH:9]([O:12][Si](C)(C)C)[C:10]#[N:11])=[CH:5][CH:4]=1.Cl.C([O-])(O)=O.[Na+], predict the reaction product. The product is: [CH3:1][N:2]([CH3:17])[C:3]1[CH:4]=[CH:5][C:6]([CH:9]([OH:12])[C:10]#[N:11])=[CH:7][CH:8]=1. (6) Given the reactants [C:1]([O:5][C:6](=[O:31])[NH:7][CH2:8][CH2:9][C:10]1[CH:15]=[CH:14][C:13]([NH:16][C:17]2[C:26]3[C:21](=[CH:22][CH:23]=[C:24]([Br:27])[CH:25]=3)[N:20]=[CH:19][C:18]=2[N+:28]([O-])=O)=[CH:12][CH:11]=1)([CH3:4])([CH3:3])[CH3:2], predict the reaction product. The product is: [C:1]([O:5][C:6](=[O:31])[NH:7][CH2:8][CH2:9][C:10]1[CH:11]=[CH:12][C:13]([NH:16][C:17]2[C:26]3[C:21](=[CH:22][CH:23]=[C:24]([Br:27])[CH:25]=3)[N:20]=[CH:19][C:18]=2[NH2:28])=[CH:14][CH:15]=1)([CH3:4])([CH3:2])[CH3:3].